From a dataset of In vitro SARS-CoV-2 activity screen of 1,480 approved drugs from Prestwick library. Binary Classification. Given a drug SMILES string, predict its activity (active/inactive) in a high-throughput screening assay against a specified biological target. (1) The drug is CC1(C)O[C@@H]2C[C@H]3[C@@H]4C[C@H](F)C5=CC(=O)C=C[C@]5(C)[C@H]4[C@@H](O)C[C@]3(C)[C@]2(C(=O)CO)O1. The result is 0 (inactive). (2) The molecule is CC(=O)Nc1nnc(S(N)(=O)=O)s1. The result is 0 (inactive).